Dataset: Forward reaction prediction with 1.9M reactions from USPTO patents (1976-2016). Task: Predict the product of the given reaction. (1) Given the reactants Cl[C:2]1[C:7]([N+:8]([O-])=O)=[CH:6][CH:5]=[C:4]([O:11][CH3:12])[N:3]=1.[N:13]1[CH:18]=[CH:17][CH:16]=[CH:15][C:14]=1[NH:19][C:20](=O)[CH3:21], predict the reaction product. The product is: [CH3:12][O:11][C:4]1[N:3]=[C:2]2[N:19]([C:14]3[CH:15]=[CH:16][CH:17]=[CH:18][N:13]=3)[C:20]([CH3:21])=[N:8][C:7]2=[CH:6][CH:5]=1. (2) Given the reactants Br[C:2]1[CH:3]=[C:4]([CH2:13][CH:14]2[CH2:19][CH2:18][CH2:17][CH2:16][CH2:15]2)[C:5]2[O:9][CH2:8][C:7]([CH3:11])([CH3:10])[C:6]=2[CH:12]=1.C([Li])(C)(C)C.CCCCC.[B:30](OC)([O:33]C)[O:31]C, predict the reaction product. The product is: [CH:14]1([CH2:13][C:4]2[C:5]3[O:9][CH2:8][C:7]([CH3:11])([CH3:10])[C:6]=3[CH:12]=[C:2]([B:30]([OH:33])[OH:31])[CH:3]=2)[CH2:19][CH2:18][CH2:17][CH2:16][CH2:15]1.